This data is from Forward reaction prediction with 1.9M reactions from USPTO patents (1976-2016). The task is: Predict the product of the given reaction. (1) Given the reactants [Br:1][C:2]1[CH:7]=[CH:6][C:5]([NH:8][C:9](=[O:20])[C:10]2[CH:15]=[C:14]([N+:16]([O-])=O)[CH:13]=[CH:12][C:11]=2[F:19])=[CH:4][CH:3]=1, predict the reaction product. The product is: [Br:1][C:2]1[CH:3]=[CH:4][C:5]([NH:8][C:9](=[O:20])[C:10]2[CH:15]=[C:14]([NH2:16])[CH:13]=[CH:12][C:11]=2[F:19])=[CH:6][CH:7]=1. (2) Given the reactants [CH2:1]([C:8]1[C:17]2[C:12](=[CH:13][CH:14]=[CH:15][CH:16]=2)[C:11]([N:18]2[CH2:23][CH2:22][N:21]([C:24]3[N:29]=[CH:28][C:27]([CH2:30][OH:31])=[CH:26][CH:25]=3)[CH2:20][CH2:19]2)=[N:10][N:9]=1)[C:2]1[CH:7]=[CH:6][CH:5]=[CH:4][CH:3]=1.[H-].[Na+].[CH3:34][N:35]([CH3:39])[C:36](Cl)=[O:37], predict the reaction product. The product is: [CH2:1]([C:8]1[C:17]2[C:12](=[CH:13][CH:14]=[CH:15][CH:16]=2)[C:11]([N:18]2[CH2:23][CH2:22][N:21]([C:24]3[N:29]=[CH:28][C:27]([CH2:30][O:31][C:36](=[O:37])[N:35]([CH3:39])[CH3:34])=[CH:26][CH:25]=3)[CH2:20][CH2:19]2)=[N:10][N:9]=1)[C:2]1[CH:7]=[CH:6][CH:5]=[CH:4][CH:3]=1. (3) Given the reactants [CH:1]1([NH:6][C:7]2[CH:8]=[C:9]3[C:14](=[CH:15][C:16]=2[CH3:17])[C:13](=O)[NH:12][CH:11]=[CH:10]3)[CH2:5][CH2:4][CH2:3][CH2:2]1.P(Cl)(Cl)([Cl:21])=O, predict the reaction product. The product is: [Cl:21][C:13]1[C:14]2[C:9](=[CH:8][C:7]([NH:6][CH:1]3[CH2:5][CH2:4][CH2:3][CH2:2]3)=[C:16]([CH3:17])[CH:15]=2)[CH:10]=[CH:11][N:12]=1. (4) Given the reactants Br[C:2]1[CH:3]=[C:4]([CH:15]=[CH:16][CH:17]=1)[CH2:5][NH:6][C:7]1[C:8]([NH2:14])=[N:9][C:10]([CH3:13])=[CH:11][CH:12]=1.[CH3:18][O:19][C:20]1[CH:21]=[C:22](B(O)O)[CH:23]=[CH:24][CH:25]=1.C(=O)([O-])[O-].[K+].[K+].CO, predict the reaction product. The product is: [CH3:18][O:19][C:20]1[CH:25]=[C:24]([C:2]2[CH:17]=[CH:16][CH:15]=[C:4]([CH2:5][NH:6][C:7]3[C:8]([NH2:14])=[N:9][C:10]([CH3:13])=[CH:11][CH:12]=3)[CH:3]=2)[CH:23]=[CH:22][CH:21]=1. (5) Given the reactants [C:1]1([C:7]([C:16]2[CH:21]=[CH:20][CH:19]=[CH:18][CH:17]=2)=[N:8][NH:9][C:10]2[CH:15]=[CH:14][CH:13]=[CH:12][CH:11]=2)[CH:6]=[CH:5][CH:4]=[CH:3][CH:2]=1.Br[CH2:23][CH2:24][C:25]1[CH:30]=[CH:29][CH:28]=[CH:27][CH:26]=1, predict the reaction product. The product is: [C:1]1([C:7]([C:16]2[CH:21]=[CH:20][CH:19]=[CH:18][CH:17]=2)=[N:8][N:9]([CH2:23][CH2:24][C:25]2[CH:30]=[CH:29][CH:28]=[CH:27][CH:26]=2)[C:10]2[CH:11]=[CH:12][CH:13]=[CH:14][CH:15]=2)[CH:2]=[CH:3][CH:4]=[CH:5][CH:6]=1.